This data is from Reaction yield outcomes from USPTO patents with 853,638 reactions. The task is: Predict the reaction yield, written as a fraction of the theoretical maximum amount of product (1.0 means a 100% yield; for example, 0.34 means a 34% yield). (1) The product is [C:1]([S:14]([N:17]([CH2:21][CH2:22][CH2:23][C:24]([O:26][K:29])=[O:25])[CH2:18][CH2:19][CH3:20])(=[O:16])=[O:15])([C:4]([C:7]([C:10]([F:13])([F:12])[F:11])([F:9])[F:8])([F:6])[F:5])([F:3])[F:2]. The catalyst is O. The yield is 0.534. The reactants are [C:1]([S:14]([N:17]([CH2:21][CH2:22][CH2:23][C:24]([O:26]C)=[O:25])[CH2:18][CH2:19][CH3:20])(=[O:16])=[O:15])([C:4]([C:7]([C:10]([F:13])([F:12])[F:11])([F:9])[F:8])([F:6])[F:5])([F:3])[F:2].[OH-].[K+:29].C(O)(C)C. (2) The reactants are [CH:1]([N:4](C(C)C)CC)(C)C.BrC[C:12]([C:14]1[CH:15]=[N:16][C:17]([Br:20])=[CH:18][CH:19]=1)=O.[CH3:21][O:22][C:23]([NH:25][C@@H:26]([CH:37]([CH3:39])[CH3:38])[C:27]([N:29]1[CH2:33][CH2:32][CH2:31][C@H:30]1[C:34](O)=O)=[O:28])=[O:24].COC(N[C@@H](C(C)C)C(N1CCC[C@H]1C(OCC(C1C=NC(Br)=CC=1)=O)=O)=O)=O.C([O-])(=O)C.[NH4+:73]. The catalyst is C(#N)C.O1CCOCC1. The product is [Br:20][C:17]1[N:73]=[CH:12][C:14]([C:15]2[NH:16][C:34]([C@@H:30]3[CH2:31][CH2:32][CH2:33][N:29]3[C:27](=[O:28])[C@@H:26]([NH:25][C:23](=[O:24])[O:22][CH3:21])[CH:37]([CH3:39])[CH3:38])=[N:4][CH:1]=2)=[CH:19][CH:18]=1. The yield is 0.480. (3) The reactants are [Cl-].O[NH3+:3].[C:4](=[O:7])([O-])[OH:5].[Na+].CS(C)=O.[CH3:13][C:14]1[N:18]=[C:17]([C@H:19]2[CH2:24][CH2:23][C@H:22]([N:25]3[C:30](=[O:31])[C:29]([CH2:32][C:33]4[CH:38]=[CH:37][C:36]([C:39]5[C:40]([C:45]#[N:46])=[CH:41][CH:42]=[CH:43][CH:44]=5)=[CH:35][CH:34]=4)=[C:28]([CH2:47][CH2:48][CH3:49])[N:27]4[N:50]=[CH:51][N:52]=[C:26]34)[CH2:21][CH2:20]2)[O:16][N:15]=1. The catalyst is C(OCC)(=O)C. The product is [CH3:13][C:14]1[N:18]=[C:17]([C@H:19]2[CH2:20][CH2:21][C@H:22]([N:25]3[C:30](=[O:31])[C:29]([CH2:32][C:33]4[CH:38]=[CH:37][C:36]([C:39]5[CH:44]=[CH:43][CH:42]=[CH:41][C:40]=5[C:45]5[NH:3][C:4](=[O:7])[O:5][N:46]=5)=[CH:35][CH:34]=4)=[C:28]([CH2:47][CH2:48][CH3:49])[N:27]4[N:50]=[CH:51][N:52]=[C:26]34)[CH2:23][CH2:24]2)[O:16][N:15]=1. The yield is 0.380. (4) The reactants are [CH3:1][N:2]1[C:10]2[C:5](=[CH:6][C:7]([S:11]([N:14]3[CH2:18][CH2:17][CH2:16][C@H:15]3[CH2:19][O:20][C:21]3[CH:26]=[CH:25][CH:24]=[CH:23][CH:22]=3)(=[O:13])=[O:12])=[CH:8][CH:9]=2)[C:4](=[O:27])[C:3]1=[O:28].C(Br)[C:30]1[CH:35]=[CH:34][CH:33]=[CH:32][CH:31]=1. No catalyst specified. The product is [CH2:1]([N:2]1[C:10]2[C:5](=[CH:6][C:7]([S:11]([N:14]3[CH2:18][CH2:17][CH2:16][C@H:15]3[CH2:19][O:20][C:21]3[CH:26]=[CH:25][CH:24]=[CH:23][CH:22]=3)(=[O:12])=[O:13])=[CH:8][CH:9]=2)[C:4](=[O:27])[C:3]1=[O:28])[C:30]1[CH:35]=[CH:34][CH:33]=[CH:32][CH:31]=1. The yield is 0.640. (5) The reactants are [C:1]([C:3]1[C:4]([I:15])=[C:5]([C:10]([O:12]CC)=[O:11])[S:6][C:7]=1[S:8][CH3:9])#[N:2].[OH-].[Na+]. The catalyst is O1CCCC1.O. The product is [C:1]([C:3]1[C:4]([I:15])=[C:5]([C:10]([OH:12])=[O:11])[S:6][C:7]=1[S:8][CH3:9])#[N:2]. The yield is 0.790.